Dataset: Catalyst prediction with 721,799 reactions and 888 catalyst types from USPTO. Task: Predict which catalyst facilitates the given reaction. (1) Reactant: [N:1]1[CH:6]=[CH:5][N:4]=[CH:3][C:2]=1[NH:7][C:8](=[O:15])[C@@H:9]([NH2:14])[CH2:10][CH:11]([CH3:13])[CH3:12].CN1C=CC(NC(=O)[C@@H](N2[CH2:33][C:32]([O:34][C:35]3[CH:40]=[CH:39][CH:38]=[C:37]([CH2:41][C:42]([OH:45])([CH3:44])[CH3:43])[CH:36]=3)=[CH:31][C:30]2=[O:46])CC(C)C)=N1.C(N(CC)C(C)C)(C)C. Product: [N:1]1[CH:6]=[CH:5][N:4]=[CH:3][C:2]=1[NH:7][C:8](=[O:15])[C@@H:9]([N:14]1[CH2:33][C:32]([O:34][C:35]2[CH:40]=[CH:39][CH:38]=[C:37]([CH2:41][C:42]([OH:45])([CH3:43])[CH3:44])[CH:36]=2)=[CH:31][C:30]1=[O:46])[CH2:10][CH:11]([CH3:12])[CH3:13]. The catalyst class is: 10. (2) Reactant: [C:1]([O:7][CH2:8][CH2:9][CH2:10][N:11]1[C:19]2[C:14](=[CH:15][C:16]([CH2:23][C@H:24]([N:26]([C:39]([O:41][C:42]([CH3:45])([CH3:44])[CH3:43])=[O:40])[CH2:27][CH2:28][O:29][C:30]3[CH:35]=[CH:34][CH:33]=[CH:32][C:31]=3[O:36][CH2:37][CH3:38])[CH3:25])=[CH:17][C:18]=2[C:20](=[O:22])[NH2:21])[CH2:13][CH2:12]1)(=[O:6])[C:2]([CH3:5])([CH3:4])[CH3:3].C([O-])=O.[NH4+]. Product: [C:1]([O:7][CH2:8][CH2:9][CH2:10][N:11]1[C:19]2[C:14](=[CH:15][C:16]([CH2:23][C@H:24]([N:26]([C:39]([O:41][C:42]([CH3:43])([CH3:44])[CH3:45])=[O:40])[CH2:27][CH2:28][O:29][C:30]3[CH:35]=[CH:34][CH:33]=[CH:32][C:31]=3[O:36][CH2:37][CH3:38])[CH3:25])=[CH:17][C:18]=2[C:20](=[O:22])[NH2:21])[CH:13]=[CH:12]1)(=[O:6])[C:2]([CH3:5])([CH3:4])[CH3:3]. The catalyst class is: 129. (3) Reactant: [CH3:1][N:2]([CH3:12])[CH:3]([C:7]1[CH:11]=[CH:10][S:9][CH:8]=1)[C:4]([OH:6])=O.[CH2:13](Cl)CCl.[NH2:17][C:18]1[CH:26]=[CH:25][C:21]([C:22]([O-:24])=[O:23])=[CH:20][CH:19]=1.C([O-])(O)=O.[Na+]. Product: [CH3:12][N:2]([CH3:1])[CH:3]([C:7]1[CH:11]=[CH:10][S:9][CH:8]=1)[C:4]([NH:17][C:18]1[CH:26]=[CH:25][C:21]([C:22]([O:24][CH3:13])=[O:23])=[CH:20][CH:19]=1)=[O:6]. The catalyst class is: 383. (4) Reactant: [CH3:1][O:2][C:3](=[O:18])[C:4]1[CH:9]=[C:8]([NH:10][C:11](=[O:16])[CH2:12][CH2:13][CH2:14]Cl)[CH:7]=[C:6]([Cl:17])[CH:5]=1. Product: [CH3:1][O:2][C:3](=[O:18])[C:4]1[CH:9]=[C:8]([N:10]2[CH2:14][CH2:13][CH2:12][C:11]2=[O:16])[CH:7]=[C:6]([Cl:17])[CH:5]=1. The catalyst class is: 1. (5) Product: [CH3:16][C:15]1([CH3:17])[C:11]2[NH:10][N:9]=[C:8]([C:6]([OH:7])=[O:5])[C:12]=2[CH2:13][CH2:14]1. Reactant: [OH-].[Na+].C([O:5][C:6]([C:8]1[C:12]2[CH2:13][CH2:14][C:15]([CH3:17])([CH3:16])[C:11]=2[NH:10][N:9]=1)=[O:7])C. The catalyst class is: 5. (6) Reactant: [Cl:1][C:2]1[CH:7]=[CH:6][C:5](F)=[C:4]([N+:9]([O-:11])=[O:10])[CH:3]=1.C(=O)([O-])[O-].[Cs+].[Cs+].[CH3:18][S:19]([C@@H:22]1[CH2:25][C@H:24]([NH2:26])[CH2:23]1)(=[O:21])=[O:20]. Product: [Cl:1][C:2]1[CH:7]=[CH:6][C:5]([NH:26][C@H:24]2[CH2:25][C@@H:22]([S:19]([CH3:18])(=[O:21])=[O:20])[CH2:23]2)=[C:4]([N+:9]([O-:11])=[O:10])[CH:3]=1. The catalyst class is: 10. (7) Reactant: [CH3:1][O:2][C:3]1[CH:10]=[CH:9][C:6]([CH2:7][NH2:8])=[CH:5][CH:4]=1.C(N(CC)CC)C.[F:18][C:19]1[CH:24]=[C:23]([S:25][C:26]([F:29])([F:28])[F:27])[CH:22]=[CH:21][C:20]=1[N:30]([CH3:34])[C:31](Cl)=[O:32]. Product: [F:18][C:19]1[CH:24]=[C:23]([S:25][C:26]([F:29])([F:28])[F:27])[CH:22]=[CH:21][C:20]=1[N:30]([CH3:34])[C:31]([NH:8][CH2:7][C:6]1[CH:9]=[CH:10][C:3]([O:2][CH3:1])=[CH:4][CH:5]=1)=[O:32]. The catalyst class is: 282.